Dataset: Reaction yield outcomes from USPTO patents with 853,638 reactions. Task: Predict the reaction yield, written as a fraction of the theoretical maximum amount of product (1.0 means a 100% yield; for example, 0.34 means a 34% yield). (1) The reactants are [CH:1](=O)[C:2]1[CH:7]=[CH:6][CH:5]=[CH:4][CH:3]=1.[C:9](#[N:13])[CH2:10][C:11]#[N:12].C(N(CC)CC)C.[CH3:21][O:22][C:23]1[CH:28]=[CH:27][C:26]([C:29]2[CH2:33][C:32](=[O:34])[N:31]([C:35]3[CH:40]=[CH:39][CH:38]=[CH:37][CH:36]=3)[N:30]=2)=[CH:25][CH:24]=1. The catalyst is C(O)C. The product is [NH2:12][C:11]1[O:34][C:32]2[N:31]([C:35]3[CH:40]=[CH:39][CH:38]=[CH:37][CH:36]=3)[N:30]=[C:29]([C:26]3[CH:25]=[CH:24][C:23]([O:22][CH3:21])=[CH:28][CH:27]=3)[C:33]=2[CH:1]([C:2]2[CH:7]=[CH:6][CH:5]=[CH:4][CH:3]=2)[C:10]=1[C:9]#[N:13]. The yield is 0.580. (2) The reactants are Br[C:2]1[CH:3]=[CH:4][C:5]([F:8])=[N:6][CH:7]=1.C([Sn](CCCC)(CCCC)[C:14]1[S:15][CH:16]=[CH:17][N:18]=1)CCC. The catalyst is CN(C=O)C.Cl[Pd](Cl)([P](C1C=CC=CC=1)(C1C=CC=CC=1)C1C=CC=CC=1)[P](C1C=CC=CC=1)(C1C=CC=CC=1)C1C=CC=CC=1. The product is [F:8][C:5]1[N:6]=[CH:7][C:2]([C:14]2[S:15][CH:16]=[CH:17][N:18]=2)=[CH:3][CH:4]=1. The yield is 0.800. (3) The reactants are [C:1]([C:5]1[CH:23]=[CH:22][C:8]([C:9]([NH:11][C:12]2[N:13]=[C:14]3[CH:19]=[CH:18][C:17](Cl)=[N:16][N:15]3[CH:21]=2)=[O:10])=[CH:7][CH:6]=1)([CH3:4])([CH3:3])[CH3:2].OB(O)[C:26]1[CH:31]=[CH:30][CH:29]=[CH:28][CH:27]=1.C(=O)([O-])[O-].[K+].[K+].COCCOC. The catalyst is C1C=CC(P(C2C=CC=CC=2)C2C=CC=CC=2)=CC=1.[Pd].O.C(O)C. The product is [C:1]([C:5]1[CH:23]=[CH:22][C:8]([C:9]([NH:11][C:12]2[N:13]=[C:14]3[CH:19]=[CH:18][C:17]([C:26]4[CH:31]=[CH:30][CH:29]=[CH:28][CH:27]=4)=[N:16][N:15]3[CH:21]=2)=[O:10])=[CH:7][CH:6]=1)([CH3:4])([CH3:3])[CH3:2]. The yield is 0.270. (4) The reactants are [H-].[Na+].[C:3]([NH:10][CH2:11][CH2:12][OH:13])([O:5][C:6]([CH3:9])([CH3:8])[CH3:7])=[O:4].Cl[C:15]1[C:28]2[C:19](=[C:20]3[C:25](=[CH:26][CH:27]=2)[CH:24]=[CH:23][CH:22]=[N:21]3)[N:18]=[C:17]([CH3:29])[CH:16]=1. The catalyst is C1COCC1. The product is [C:6]([O:5][C:3](=[O:4])[NH:10][CH2:11][CH2:12][O:13][C:15]1[C:28]2[C:19](=[C:20]3[C:25](=[CH:26][CH:27]=2)[CH:24]=[CH:23][CH:22]=[N:21]3)[N:18]=[C:17]([CH3:29])[CH:16]=1)([CH3:7])([CH3:8])[CH3:9]. The yield is 0.460. (5) The reactants are [Cl:1][C:2]1[CH:3]=[C:4]([CH:26]=[CH:27][C:28]=1[F:29])[NH:5][C:6]1[C:15]2[C:10](=[CH:11][C:12]([O:24][CH3:25])=[CH:13][C:14]=2[O:16][CH2:17][C@H:18]2[NH:22][CH2:21][C@H:20]([OH:23])[CH2:19]2)[N:9]=[CH:8][N:7]=1.[C:30](O)(=[O:33])[CH2:31][OH:32]. No catalyst specified. The product is [Cl:1][C:2]1[CH:3]=[C:4]([CH:26]=[CH:27][C:28]=1[F:29])[NH:5][C:6]1[C:15]2[C:10](=[CH:11][C:12]([O:24][CH3:25])=[CH:13][C:14]=2[O:16][CH2:17][C@H:18]2[N:22]([C:31](=[O:32])[CH2:30][OH:33])[CH2:21][C@H:20]([OH:23])[CH2:19]2)[N:9]=[CH:8][N:7]=1. The yield is 0.530. (6) The reactants are [CH3:1][CH:2]([O:4][C:5]1[CH:6]=[C:7]([O:25][C:26]2[CH:31]=[CH:30][C:29]([S:32]([CH3:35])(=[O:34])=[O:33])=[CH:28][N:27]=2)[CH:8]=[C:9]2[C:13]=1[NH:12][C:11]([C:14]1[S:15][CH:16]([CH2:19][C:20]([O:22]CC)=[O:21])[CH2:17][N:18]=1)=[CH:10]2)[CH3:3].O1CCCC1.[OH-].[Na+].Cl. The catalyst is O.C(O)C. The product is [CH3:3][CH:2]([O:4][C:5]1[CH:6]=[C:7]([O:25][C:26]2[CH:31]=[CH:30][C:29]([S:32]([CH3:35])(=[O:33])=[O:34])=[CH:28][N:27]=2)[CH:8]=[C:9]2[C:13]=1[NH:12][C:11]([C:14]1[S:15][CH:16]([CH2:19][C:20]([OH:22])=[O:21])[CH2:17][N:18]=1)=[CH:10]2)[CH3:1]. The yield is 0.890. (7) The reactants are [Cl:1][C:2]1[CH:7]=[CH:6][N:5]=[C:4]2[N:8](S(C3C=CC(C)=CC=3)(=O)=O)[C:9]([C:11]3[C:15]4=[N:16][C:17]([O:22][CH3:23])=[C:18]([O:20][CH3:21])[CH:19]=[C:14]4[N:13]([CH2:24][CH2:25][N:26]4[CH2:31][CH2:30][N:29]([CH3:32])[CH2:28][CH2:27]4)[CH:12]=3)=[CH:10][C:3]=12.CO. The catalyst is [OH-].[K+]. The product is [Cl:1][C:2]1[CH:7]=[CH:6][N:5]=[C:4]2[NH:8][C:9]([C:11]3[C:15]4=[N:16][C:17]([O:22][CH3:23])=[C:18]([O:20][CH3:21])[CH:19]=[C:14]4[N:13]([CH2:24][CH2:25][N:26]4[CH2:27][CH2:28][N:29]([CH3:32])[CH2:30][CH2:31]4)[CH:12]=3)=[CH:10][C:3]=12. The yield is 0.602.